From a dataset of Reaction yield outcomes from USPTO patents with 853,638 reactions. Predict the reaction yield, written as a fraction of the theoretical maximum amount of product (1.0 means a 100% yield; for example, 0.34 means a 34% yield). (1) The reactants are [Br:1][C:2]1[CH:3]=[CH:4][C:5]([O:12][CH3:13])=[C:6]([S:8](Cl)(=[O:10])=[O:9])[CH:7]=1.[NH2:14][CH:15]1[CH2:20][CH2:19][N:18]([C:21]([O:23][C:24]([CH3:27])([CH3:26])[CH3:25])=[O:22])[CH2:17][CH2:16]1.C(N(CC)CC)C. The catalyst is C(Cl)Cl. The product is [C:24]([O:23][C:21]([N:18]1[CH2:19][CH2:20][CH:15]([NH:14][S:8]([C:6]2[CH:7]=[C:2]([Br:1])[CH:3]=[CH:4][C:5]=2[O:12][CH3:13])(=[O:10])=[O:9])[CH2:16][CH2:17]1)=[O:22])([CH3:27])([CH3:25])[CH3:26]. The yield is 0.840. (2) The reactants are [O:1]=[C:2]1[NH:6][CH2:5][C:4](=[O:7])[N:3]1[C:8]1[CH:17]=[C:16]([C:18]2[C:27]3[C:22](=[CH:23][C:24]([O:33][CH2:34][CH3:35])=[C:25]4[O:30][C:29]([CH3:32])([CH3:31])[CH2:28][C:26]4=3)[CH2:21][C:20]([CH3:37])([CH3:36])[N:19]=2)[CH:15]=[CH:14][C:9]=1[C:10]([O:12]C)=[O:11].[OH-].[Na+].[ClH:40]. The catalyst is CO. The product is [ClH:40].[O:1]=[C:2]1[NH:6][CH2:5][C:4](=[O:7])[N:3]1[C:8]1[CH:17]=[C:16]([C:18]2[C:27]3[C:22](=[CH:23][C:24]([O:33][CH2:34][CH3:35])=[C:25]4[O:30][C:29]([CH3:31])([CH3:32])[CH2:28][C:26]4=3)[CH2:21][C:20]([CH3:36])([CH3:37])[N:19]=2)[CH:15]=[CH:14][C:9]=1[C:10]([OH:12])=[O:11]. The yield is 0.930. (3) The reactants are P(C(C)(C)C)(C(C)(C)C)C(C)(C)C.Br[C:15]1[CH:16]=[C:17]2[C:21](=[CH:22][CH:23]=1)[N:20]([CH:24]1[CH2:29][CH2:28][N:27]([C:30](OC(C)(C)C)=O)[CH2:26]C1)[CH2:19][CH2:18]2.[Li+].C[Si]([N-:42][Si](C)(C)C)(C)C. The catalyst is C1COCC1.C1C=CC(/C=C/C(/C=C/C2C=CC=CC=2)=O)=CC=1.C1C=CC(/C=C/C(/C=C/C2C=CC=CC=2)=O)=CC=1.C1C=CC(/C=C/C(/C=C/C2C=CC=CC=2)=O)=CC=1.[Pd].[Pd]. The product is [CH3:30][N:27]1[CH2:28][CH2:29][CH:24]([N:20]2[C:21]3[C:17](=[CH:16][C:15]([NH2:42])=[CH:23][CH:22]=3)[CH2:18][CH2:19]2)[CH2:26]1. The yield is 0.720. (4) The reactants are [CH:1]([C:4]1[CH:9]=[CH:8][CH:7]=[CH:6][C:5]=1[NH:10]N)([CH3:3])[CH3:2].Cl.[CH3:13][C:14]([CH3:16])=O. The catalyst is CCO. The product is [CH:1]([C:4]1[CH:9]=[CH:8][CH:7]=[C:6]2[C:5]=1[NH:10][C:14]([CH3:16])=[CH:13]2)([CH3:3])[CH3:2]. The yield is 0.200.